From a dataset of CYP2D6 inhibition data for predicting drug metabolism from PubChem BioAssay. Regression/Classification. Given a drug SMILES string, predict its absorption, distribution, metabolism, or excretion properties. Task type varies by dataset: regression for continuous measurements (e.g., permeability, clearance, half-life) or binary classification for categorical outcomes (e.g., BBB penetration, CYP inhibition). Dataset: cyp2d6_veith. (1) The drug is CCOc1ccc2nc(C)cc(Nc3ccc4c(c3)OCCO4)c2c1.Cl. The result is 1 (inhibitor). (2) The compound is CCCCC[C@H](O)C=C[C@@H]1[C@H](CCCCCCC(=O)O)C(=O)C[C@H]1O. The result is 0 (non-inhibitor). (3) The molecule is CN1CCN(c2nc(-c3ccoc3)nc3ccccc23)CC1. The result is 1 (inhibitor). (4) The compound is Brc1ccc2ncnc(Nc3cccc4ccccc34)c2c1. The result is 1 (inhibitor).